Dataset: Forward reaction prediction with 1.9M reactions from USPTO patents (1976-2016). Task: Predict the product of the given reaction. (1) Given the reactants [F:1][C:2]1[C:11]([F:12])=[CH:10][CH:9]=[C:8]2[C:3]=1[C:4](=[O:51])[NH:5][C:6]([C:13]([NH:15][CH2:16][C:17]1[CH:22]=[CH:21][CH:20]=[C:19]([O:23][CH2:24][CH2:25][O:26][C:27]3[N:31]=[CH:30][N:29](C(C4C=CC=CC=4)(C4C=CC=CC=4)C4C=CC=CC=4)[N:28]=3)[CH:18]=1)=[O:14])=[N:7]2.FC(F)(F)C(O)=O.C([SiH](CC)CC)C, predict the reaction product. The product is: [F:1][C:2]1[C:11]([F:12])=[CH:10][CH:9]=[C:8]2[C:3]=1[C:4](=[O:51])[NH:5][C:6]([C:13]([NH:15][CH2:16][C:17]1[CH:22]=[CH:21][CH:20]=[C:19]([O:23][CH2:24][CH2:25][O:26][C:27]3[N:31]=[CH:30][NH:29][N:28]=3)[CH:18]=1)=[O:14])=[N:7]2. (2) Given the reactants [Cl:1][C:2]1[CH:7]=[C:6]([F:8])[CH:5]=[CH:4][C:3]=1[NH:9][S:10]([CH:13]1[CH2:22][CH2:21][C:16]2(OCC[O:17]2)[CH:15]=[C:14]1[C:23]([O:25][CH2:26][CH3:27])=[O:24])(=[O:12])=[O:11].Cl.O1CCCC1, predict the reaction product. The product is: [Cl:1][C:2]1[CH:7]=[C:6]([F:8])[CH:5]=[CH:4][C:3]=1[NH:9][S:10]([CH:13]1[C:14]([C:23]([O:25][CH2:26][CH3:27])=[O:24])=[CH:15][C:16](=[O:17])[CH2:21][CH2:22]1)(=[O:12])=[O:11]. (3) Given the reactants [NH2:1][C:2]1[N:6]([CH3:7])[N:5]=[C:4]([C:8]([CH3:11])([CH3:10])[CH3:9])[C:3]=1[N+:12]([O-])=O.[ClH:15].O, predict the reaction product. The product is: [ClH:15].[ClH:15].[NH2:12][C:3]1[C:4]([C:8]([CH3:11])([CH3:10])[CH3:9])=[N:5][N:6]([CH3:7])[C:2]=1[NH2:1].